From a dataset of Reaction yield outcomes from USPTO patents with 853,638 reactions. Predict the reaction yield, written as a fraction of the theoretical maximum amount of product (1.0 means a 100% yield; for example, 0.34 means a 34% yield). The reactants are [NH:1]([CH3:9])[C@H:2]([C:6]([OH:8])=O)[CH:3]([CH3:5])[CH3:4].[CH3:10][N:11]([C:13]1[CH:18]=[CH:17][C:16]([N:19]=[N:20][C:21]2[CH:26]=[CH:25][C:24]([N:27]=[C:28]=[S:29])=[CH:23][CH:22]=2)=[CH:15][CH:14]=1)[CH3:12].N[C@H](C(O)=O)C(C)C.CC1OC(C)CN(C(CN2C(=O)SC3C2=CC=CC=3)=O)C1.N(C)[C@H](C(O)=O)C(C)C. The catalyst is O1CCOCC1.O. The product is [CH3:10][N:11]([CH3:12])[C:13]1[CH:14]=[CH:15][C:16]([N:19]=[N:20][C:21]2[CH:26]=[CH:25][C:24]([N:27]3[C:6](=[O:8])[CH:2]([CH:3]([CH3:4])[CH3:5])[N:1]([CH3:9])[C:28]3=[S:29])=[CH:23][CH:22]=2)=[CH:17][CH:18]=1. The yield is 0.995.